Dataset: Rat liver microsome stability data. Task: Regression/Classification. Given a drug SMILES string, predict its absorption, distribution, metabolism, or excretion properties. Task type varies by dataset: regression for continuous measurements (e.g., permeability, clearance, half-life) or binary classification for categorical outcomes (e.g., BBB penetration, CYP inhibition). Dataset: rlm. (1) The compound is COc1cc(OC)c(C=CS(=O)(=O)Cc2ccc(OC)c(NS(C)(=O)=O)n2)c(OC)c1. The result is 0 (unstable in rat liver microsomes). (2) The drug is Cc1cc(C)nc(NC(=S)N2CCN(Cc3cccc(C(F)(F)F)c3)CC2)c1. The result is 0 (unstable in rat liver microsomes). (3) The molecule is O=C(c1cccc(C#Cc2ccccc2)c1)N1CCN(c2ccccn2)CC1. The result is 1 (stable in rat liver microsomes). (4) The molecule is COc1ccc(OC)c(-c2nnc3n2N=C(c2c(OC)cccc2OC)CS3)c1. The result is 1 (stable in rat liver microsomes). (5) The molecule is COC(=O)c1ccccc1C(=O)Nc1nc(-c2ccccc2)cs1. The result is 1 (stable in rat liver microsomes). (6) The compound is Cc1ccc(-c2cc(C(=O)Nc3ccc(S(C)(=O)=O)cc3)c3ccccc3n2)cc1C. The result is 0 (unstable in rat liver microsomes). (7) The molecule is Cc1cccc(-c2csc(N3CCC(C(N)=O)CC3)n2)c1. The result is 1 (stable in rat liver microsomes).